This data is from Catalyst prediction with 721,799 reactions and 888 catalyst types from USPTO. The task is: Predict which catalyst facilitates the given reaction. Reactant: [H-].[Na+].[CH:3]1([OH:7])[CH2:6][CH2:5][CH2:4]1.[C:8]([C:10]1[C:11](F)=[N:12][CH:13]=[CH:14][CH:15]=1)#[N:9]. Product: [CH:3]1([O:7][C:11]2[N:12]=[CH:13][CH:14]=[CH:15][C:10]=2[C:8]#[N:9])[CH2:6][CH2:5][CH2:4]1. The catalyst class is: 3.